Dataset: NCI-60 drug combinations with 297,098 pairs across 59 cell lines. Task: Regression. Given two drug SMILES strings and cell line genomic features, predict the synergy score measuring deviation from expected non-interaction effect. (1) Drug 1: CN(C)N=NC1=C(NC=N1)C(=O)N. Drug 2: C1=CC(=CC=C1C#N)C(C2=CC=C(C=C2)C#N)N3C=NC=N3. Cell line: HCT116. Synergy scores: CSS=12.4, Synergy_ZIP=2.11, Synergy_Bliss=8.89, Synergy_Loewe=8.61, Synergy_HSA=9.01. (2) Drug 1: CCN(CC)CCNC(=O)C1=C(NC(=C1C)C=C2C3=C(C=CC(=C3)F)NC2=O)C. Drug 2: CC1CCCC2(C(O2)CC(NC(=O)CC(C(C(=O)C(C1O)C)(C)C)O)C(=CC3=CSC(=N3)C)C)C. Cell line: SNB-75. Synergy scores: CSS=37.1, Synergy_ZIP=1.15, Synergy_Bliss=-0.524, Synergy_Loewe=-24.3, Synergy_HSA=-0.657. (3) Drug 1: C1=NC(=NC(=O)N1C2C(C(C(O2)CO)O)O)N. Drug 2: C1CNP(=O)(OC1)N(CCCl)CCCl. Cell line: NCI-H522. Synergy scores: CSS=14.6, Synergy_ZIP=-2.49, Synergy_Bliss=0.381, Synergy_Loewe=-13.7, Synergy_HSA=1.36. (4) Drug 1: CN(CCCl)CCCl.Cl. Drug 2: CC1C(C(CC(O1)OC2CC(CC3=C2C(=C4C(=C3O)C(=O)C5=C(C4=O)C(=CC=C5)OC)O)(C(=O)CO)O)N)O.Cl. Cell line: LOX IMVI. Synergy scores: CSS=51.5, Synergy_ZIP=-9.73, Synergy_Bliss=-15.9, Synergy_Loewe=-11.6, Synergy_HSA=-9.70. (5) Drug 1: CC1=C2C(C(=O)C3(C(CC4C(C3C(C(C2(C)C)(CC1OC(=O)C(C(C5=CC=CC=C5)NC(=O)C6=CC=CC=C6)O)O)OC(=O)C7=CC=CC=C7)(CO4)OC(=O)C)O)C)OC(=O)C. Drug 2: CC(C)NC(=O)C1=CC=C(C=C1)CNNC.Cl. Cell line: MCF7. Synergy scores: CSS=21.4, Synergy_ZIP=0.529, Synergy_Bliss=-0.500, Synergy_Loewe=-20.7, Synergy_HSA=-0.0702. (6) Drug 1: CC1CCC2CC(C(=CC=CC=CC(CC(C(=O)C(C(C(=CC(C(=O)CC(OC(=O)C3CCCCN3C(=O)C(=O)C1(O2)O)C(C)CC4CCC(C(C4)OC)OCCO)C)C)O)OC)C)C)C)OC. Drug 2: C1CCC(C(C1)N)N.C(=O)(C(=O)[O-])[O-].[Pt+4]. Cell line: RPMI-8226. Synergy scores: CSS=29.2, Synergy_ZIP=-0.537, Synergy_Bliss=1.51, Synergy_Loewe=-13.4, Synergy_HSA=0.437.